Dataset: Forward reaction prediction with 1.9M reactions from USPTO patents (1976-2016). Task: Predict the product of the given reaction. (1) Given the reactants [C:1]([O:4][CH:5](P(OCC)(OCC)=O)[C:6]([O:8][CH2:9][CH3:10])=O)(=[O:3])[CH3:2].[Cl-].[Li+].CN(C)C(N(C)C)=N.[C:29]([O:33][C:34]([N:36]1[CH2:41][CH2:40][C:39](=O)[CH2:38][CH2:37]1)=[O:35])([CH3:32])([CH3:31])[CH3:30].C1C[O:46]CC1, predict the reaction product. The product is: [C:9]([O:8][CH2:6][CH2:5][O:4][C:1]([CH:2]=[C:39]1[CH2:40][CH2:41][N:36]([C:34]([O:33][C:29]([CH3:32])([CH3:31])[CH3:30])=[O:35])[CH2:37][CH2:38]1)=[O:3])(=[O:46])[CH3:10]. (2) The product is: [CH3:18][O:19][CH2:20][C:21](=[O:34])[CH2:22][C:23]1[N:27]([C:28]2[CH:29]=[CH:30][CH:31]=[CH:32][CH:33]=2)[N:26]=[CH:25][CH:24]=1. Given the reactants CS(C)=O.FC(F)(F)C(OC(=O)C(F)(F)F)=O.[CH3:18][O:19][CH2:20][CH:21]([OH:34])[CH2:22][C:23]1[N:27]([C:28]2[CH:33]=[CH:32][CH:31]=[CH:30][CH:29]=2)[N:26]=[CH:25][CH:24]=1.C(=O)([O-])[O-].[Na+].[Na+], predict the reaction product. (3) Given the reactants [CH3:1][N:2]1[C:6]2[C:7]([O:23][C@@H:24]([C@H:26]3[CH2:30][NH:29][C:28](=[O:31])[CH2:27]3)[CH3:25])=[N:8][C:9]([C:11]3[CH:16]=[CH:15][C:14]([N:17]4[CH2:22][CH2:21][NH:20][CH2:19][CH2:18]4)=[CH:13][CH:12]=3)=[CH:10][C:5]=2[N:4]=[CH:3]1.[CH3:32][C:33]([CH3:35])=O.C(O[BH-](OC(=O)C)OC(=O)C)(=O)C.[Na+], predict the reaction product. The product is: [CH:33]([N:20]1[CH2:19][CH2:18][N:17]([C:14]2[CH:13]=[CH:12][C:11]([C:9]3[N:8]=[C:7]([O:23][C@@H:24]([C@H:26]4[CH2:30][NH:29][C:28](=[O:31])[CH2:27]4)[CH3:25])[C:6]4[N:2]([CH3:1])[CH:3]=[N:4][C:5]=4[CH:10]=3)=[CH:16][CH:15]=2)[CH2:22][CH2:21]1)([CH3:35])[CH3:32]. (4) Given the reactants [C:1]1([C:7]2[O:11][C:10]([CH:12]=O)=[CH:9][CH:8]=2)[CH:6]=[CH:5][CH:4]=[CH:3][CH:2]=1.[S:14]1[CH2:20][C:18](=[O:19])[NH:17][C:15]1=[S:16].N1CCCCC1, predict the reaction product. The product is: [C:1]1([C:7]2[O:11][C:10]([CH:12]=[C:20]3[S:14][C:15](=[S:16])[NH:17][C:18]3=[O:19])=[CH:9][CH:8]=2)[CH:2]=[CH:3][CH:4]=[CH:5][CH:6]=1. (5) Given the reactants [Br:1]N1C(=O)CCC1=O.[CH3:9][N:10]([CH3:22])[CH:11]=[N:12][C:13]1[CH:14]=[C:15]2[CH:21]=[CH:20][NH:19][C:16]2=[CH:17][N:18]=1.[C:23]1([S:29](Cl)(=[O:31])=[O:30])[CH:28]=[CH:27][CH:26]=[CH:25][CH:24]=1.C([O-])([O-])=O.[Na+].[Na+], predict the reaction product. The product is: [C:23]1([S:29]([N:19]2[C:16]3=[CH:17][N:18]=[C:13]([N:12]=[CH:11][N:10]([CH3:22])[CH3:9])[CH:14]=[C:15]3[C:21]([Br:1])=[CH:20]2)(=[O:31])=[O:30])[CH:28]=[CH:27][CH:26]=[CH:25][CH:24]=1. (6) Given the reactants [CH2:1]([C:3]1[C:8](=[O:9])[NH:7][C:6]([CH3:10])=[C:5]([C:11]2[S:15][C:14]([C:16]([OH:18])=O)=[CH:13][CH:12]=2)[CH:4]=1)[CH3:2].[CH3:19][O:20][NH:21][CH3:22], predict the reaction product. The product is: [CH3:19][O:20][N:21]([CH3:22])[C:16]([C:14]1[S:15][C:11]([C:5]2[CH:4]=[C:3]([CH2:1][CH3:2])[C:8](=[O:9])[NH:7][C:6]=2[CH3:10])=[CH:12][CH:13]=1)=[O:18]. (7) Given the reactants C(OC([N:8](C(OC(C)(C)C)=O)[C:9]1[CH:13]=[C:12]([C:14]2[CH:19]=[CH:18][C:17]([N:20]([CH3:22])[CH3:21])=[CH:16][CH:15]=2)[N:11](C(OC(C)(C)C)=O)[N:10]=1)=O)(C)(C)C.C(O)(C(F)(F)F)=O, predict the reaction product. The product is: [CH3:21][N:20]([CH3:22])[C:17]1[CH:16]=[CH:15][C:14]([C:12]2[NH:11][N:10]=[C:9]([NH2:8])[CH:13]=2)=[CH:19][CH:18]=1. (8) Given the reactants [CH3:1][C:2]1([C:7]2[CH:12]=[CH:11][C:10]([N+:13]([O-])=O)=[CH:9][CH:8]=2)[O:6][CH2:5][CH2:4][O:3]1, predict the reaction product. The product is: [CH3:1][C:2]1([CH:7]2[CH2:12][CH2:11][CH:10]([NH2:13])[CH2:9][CH2:8]2)[O:3][CH2:4][CH2:5][O:6]1.